Dataset: Forward reaction prediction with 1.9M reactions from USPTO patents (1976-2016). Task: Predict the product of the given reaction. (1) Given the reactants C(O)[C:2](N)([CH2:5][OH:6])[CH2:3][OH:4].Cl.C(SCCNC(=O)CCNC(=O)[C@H](O)C(C)(C)COP(O)(=O)OP(O)(=O)OC[C@H]1O[C@@H](N2C3N=CN=C(N)C=3N=C2)[C@H](O)[C@@H]1OP(O)(O)=O)(=[O:18])CCCCCCC.[CH3:67][CH2:68][CH2:69][CH2:70][CH2:71][CH2:72][CH2:73][C:74]([O:76][CH2:77][C@H:78]([NH:285][C:286]([CH2:288][NH:289][C:290]([C@@H:292]([NH2:300])[CH2:293][CH2:294][CH2:295][NH:296][C:297]([NH2:299])=[NH:298])=[O:291])=[O:287])[C:79]([NH:81][C@H:82]([C:85]([NH:87][C@H:88]([C:96]([NH:98][C@H:99]([C:104]([NH:106][C@H:107]([C:110]([N:112]1[C@H:116]([C:117]([NH:119][C@H:120]([C:126]([NH:128][C@H:129]([C:136]([NH:138][C@H:139]([C:145]([NH:147][C@H:148]([C:154]([NH:156][C@H:157]([C:159]([NH:161][C@H:162]([C:168]([NH:170][C@H:171]([C:177]([NH:179][C@H:180]([C:188]([NH:190][C@H:191]([C:197]([NH:199][C@H:200]([C:206]([NH:208][C@H:209]([C:212]([NH:214][C@H:215]([C:221]([NH:223][C@H:224]([C:230]([N:232]2[C@H:236]([C:237]([N:239]3[C@H:243]([C:244]([NH:246][C@H:247]([C:249]([NH:251][C@H:252]([C:258]([NH:260][C@H:261]([C:266]([NH:268][C@H:269]([C:275]([N:277]4[C@H:281]([C:282]([OH:284])=[O:283])[CH2:280][CH2:279][CH2:278]4)=[O:276])[CH2:270][CH2:271][C:272]([NH2:274])=[O:273])=[O:267])[CH2:262][CH:263]([CH3:265])[CH3:264])=[O:259])[CH2:253][CH2:254][CH2:255][CH2:256][NH2:257])=[O:250])[CH3:248])=[O:245])[CH2:242][CH2:241][CH2:240]3)=[O:238])[CH2:235][CH2:234][CH2:233]2)=[O:231])[CH2:225][CH2:226][CH2:227][CH2:228][NH2:229])=[O:222])[CH2:216][CH2:217][CH2:218][CH2:219][NH2:220])=[O:213])[CH2:210][OH:211])=[O:207])[CH2:201][CH2:202][C:203]([OH:205])=[O:204])=[O:198])[CH2:192][CH2:193][CH2:194][CH2:195][NH2:196])=[O:189])[CH2:181][CH2:182][CH2:183][NH:184][C:185]([NH2:187])=[NH:186])=[O:178])[CH2:172][CH2:173][C:174]([NH2:176])=[O:175])=[O:169])[CH2:163][CH2:164][C:165]([NH2:167])=[O:166])=[O:160])[CH3:158])=[O:155])[CH2:149][CH2:150][CH2:151][CH2:152][NH2:153])=[O:146])[CH2:140][CH2:141][C:142]([NH2:144])=[O:143])=[O:137])[CH2:130][C:131]2[NH:135][CH:134]=[N:133][CH:132]=2)=[O:127])[CH2:121][CH2:122][C:123]([OH:125])=[O:124])=[O:118])[CH2:115][CH2:114][CH2:113]1)=[O:111])[CH2:108][OH:109])=[O:105])[CH2:100][CH:101]([CH3:103])[CH3:102])=[O:97])[CH2:89][C:90]1[CH:91]=[CH:92][CH:93]=[CH:94][CH:95]=1)=[O:86])[CH2:83][OH:84])=[O:80])=[O:75].[OH:301][C:302](CCCC[C@H]1[C@@H]2[C@@H](NC(N2)=O)CS1)=[O:303], predict the reaction product. The product is: [C:74]([O-:76])(=[O:75])[CH2:73][C:5]([CH2:2][C:3]([O-:4])=[O:18])([C:302]([O-:303])=[O:301])[OH:6].[CH3:67][CH2:68][CH2:69][CH2:70][CH2:71][CH2:72][CH2:73][C:74]([O:76][CH2:77][C@H:78]([NH:285][C:286]([CH2:288][NH:289][C:290]([C@@H:292]([NH2:300])[CH2:293][CH2:294][CH2:295][NH:296][C:297]([NH2:299])=[NH:298])=[O:291])=[O:287])[C:79]([NH:81][C@H:82]([C:85]([NH:87][C@H:88]([C:96]([NH:98][C@H:99]([C:104]([NH:106][C@H:107]([C:110]([N:112]1[C@H:116]([C:117]([NH:119][C@H:120]([C:126]([NH:128][C@H:129]([C:136]([NH:138][C@H:139]([C:145]([NH:147][C@H:148]([C:154]([NH:156][C@H:157]([C:159]([NH:161][C@H:162]([C:168]([NH:170][C@H:171]([C:177]([NH:179][C@H:180]([C:188]([NH:190][C@H:191]([C:197]([NH:199][C@H:200]([C:206]([NH:208][C@H:209]([C:212]([NH:214][C@H:215]([C:221]([NH:223][C@H:224]([C:230]([N:232]2[C@H:236]([C:237]([N:239]3[C@H:243]([C:244]([NH:246][C@H:247]([C:249]([NH:251][C@H:252]([C:258]([NH:260][C@H:261]([C:266]([NH:268][C@H:269]([C:275]([N:277]4[C@H:281]([C:282]([OH:284])=[O:283])[CH2:280][CH2:279][CH2:278]4)=[O:276])[CH2:270][CH2:271][C:272]([NH2:274])=[O:273])=[O:267])[CH2:262][CH:263]([CH3:264])[CH3:265])=[O:259])[CH2:253][CH2:254][CH2:255][CH2:256][NH2:257])=[O:250])[CH3:248])=[O:245])[CH2:242][CH2:241][CH2:240]3)=[O:238])[CH2:235][CH2:234][CH2:233]2)=[O:231])[CH2:225][CH2:226][CH2:227][CH2:228][NH2:229])=[O:222])[CH2:216][CH2:217][CH2:218][CH2:219][NH2:220])=[O:213])[CH2:210][OH:211])=[O:207])[CH2:201][CH2:202][C:203]([OH:205])=[O:204])=[O:198])[CH2:192][CH2:193][CH2:194][CH2:195][NH2:196])=[O:189])[CH2:181][CH2:182][CH2:183][NH:184][C:185]([NH2:187])=[NH:186])=[O:178])[CH2:172][CH2:173][C:174]([NH2:176])=[O:175])=[O:169])[CH2:163][CH2:164][C:165]([NH2:167])=[O:166])=[O:160])[CH3:158])=[O:155])[CH2:149][CH2:150][CH2:151][CH2:152][NH2:153])=[O:146])[CH2:140][CH2:141][C:142]([NH2:144])=[O:143])=[O:137])[CH2:130][C:131]2[NH:135][CH:134]=[N:133][CH:132]=2)=[O:127])[CH2:121][CH2:122][C:123]([OH:125])=[O:124])=[O:118])[CH2:115][CH2:114][CH2:113]1)=[O:111])[CH2:108][OH:109])=[O:105])[CH2:100][CH:101]([CH3:103])[CH3:102])=[O:97])[CH2:89][C:90]1[CH:91]=[CH:92][CH:93]=[CH:94][CH:95]=1)=[O:86])[CH2:83][OH:84])=[O:80])=[O:75]. (2) Given the reactants [CH:1]1[C:10]2[C:5](=[CH:6][CH:7]=[CH:8][CH:9]=2)[CH:4]=[CH:3][C:2]=1[OH:11], predict the reaction product. The product is: [OH:11][C:2]1[CH:3]=[CH:4][C:5]2[C:10](=[CH:9][CH:8]=[CH:7][CH:6]=2)[C:1]=1[C:1]1[C:10]2[C:5](=[CH:6][CH:7]=[CH:8][CH:9]=2)[CH:4]=[CH:3][C:2]=1[OH:11]. (3) Given the reactants [CH2:1]([C:3]([NH2:12])([CH2:10][CH3:11])[CH2:4][NH:5][C:6]([CH3:9])([CH3:8])[CH3:7])[CH3:2].[CH2:13]([C:16]([CH2:18][CH2:19][CH3:20])=O)[CH2:14][CH3:15].[OH-:21].[Na+].[CH:23](Cl)(Cl)Cl, predict the reaction product. The product is: [C:6]([N:5]1[CH2:4][C:3]([CH2:10][CH3:11])([CH2:1][CH3:2])[NH:12][C:16]([CH2:18][CH2:19][CH3:20])([CH2:13][CH2:14][CH3:15])[C:23]1=[O:21])([CH3:7])([CH3:9])[CH3:8]. (4) The product is: [CH2:1]([N:8]1[CH:14]2[CH2:15][CH2:16][CH2:17][CH:9]1[CH2:10][N:11]([C:18](=[O:21])[CH2:19][CH3:20])[CH2:12][CH2:13]2)[C:2]1[CH:3]=[CH:4][CH:5]=[CH:6][CH:7]=1. Given the reactants [CH2:1]([N:8]1[CH:14]2[CH2:15][CH2:16][CH2:17][CH:9]1[CH2:10][NH:11][CH2:12][CH2:13]2)[C:2]1[CH:7]=[CH:6][CH:5]=[CH:4][CH:3]=1.[C:18](O[C:18](=[O:21])[CH2:19][CH3:20])(=[O:21])[CH2:19][CH3:20], predict the reaction product.